This data is from Forward reaction prediction with 1.9M reactions from USPTO patents (1976-2016). The task is: Predict the product of the given reaction. (1) Given the reactants [NH2:1][C:2]1[CH:7]=[CH:6][C:5]([CH2:8][C:9]([O:11][CH2:12][CH3:13])=[O:10])=[CH:4][CH:3]=1.[C:14]1([C:26](O)=[O:27])[C:24]2=[C:25]3[C:20](=[CH:21][CH:22]=[CH:23]2)[CH2:19][CH2:18][CH2:17][N:16]3[CH:15]=1, predict the reaction product. The product is: [CH2:12]([O:11][C:9](=[O:10])[CH2:8][C:5]1[CH:4]=[CH:3][C:2]([NH:1][C:26]([C:14]2[C:24]3=[C:25]4[C:20](=[CH:21][CH:22]=[CH:23]3)[CH2:19][CH2:18][CH2:17][N:16]4[CH:15]=2)=[O:27])=[CH:7][CH:6]=1)[CH3:13]. (2) Given the reactants C[Si]([N-][Si](C)(C)C)(C)C.[Na+].C(OC([N:18]1[C:22]([NH2:23])=[CH:21][C:20]([CH2:24][CH2:25][C:26]2[CH:31]=[C:30]([O:32][CH3:33])[CH:29]=[C:28]([O:34][CH3:35])[CH:27]=2)=[N:19]1)=O)(C)(C)C.[F:36][CH:37]1[CH2:42][CH2:41][CH2:40][N:39]([CH2:43][C:44]2[CH:53]=[CH:52][C:47]([C:48](OC)=[O:49])=[CH:46][CH:45]=2)[CH2:38]1.C(=O)([O-])[O-], predict the reaction product. The product is: [CH3:33][O:32][C:30]1[CH:31]=[C:26]([CH2:25][CH2:24][C:20]2[NH:19][N:18]=[C:22]([NH:23][C:48](=[O:49])[C:47]3[CH:46]=[CH:45][C:44]([CH2:43][N:39]4[CH2:40][CH2:41][CH2:42][CH:37]([F:36])[CH2:38]4)=[CH:53][CH:52]=3)[CH:21]=2)[CH:27]=[C:28]([O:34][CH3:35])[CH:29]=1.